This data is from CYP2C19 inhibition data for predicting drug metabolism from PubChem BioAssay. The task is: Regression/Classification. Given a drug SMILES string, predict its absorption, distribution, metabolism, or excretion properties. Task type varies by dataset: regression for continuous measurements (e.g., permeability, clearance, half-life) or binary classification for categorical outcomes (e.g., BBB penetration, CYP inhibition). Dataset: cyp2c19_veith. (1) The compound is COc1ccc(CCN(C(=O)C(F)(F)F)C(C(=O)NC2CCCC2)c2cccs2)cc1. The result is 1 (inhibitor). (2) The compound is COc1cccc(Cn2c(=O)cnc3cnc(Nc4ccccc4)nc32)c1. The result is 1 (inhibitor). (3) The drug is Cc1cc(C(C)(C)C)cc(CNC2CCCCC2)c1O. The result is 1 (inhibitor). (4) The molecule is CCN(CC)CCOC(=O)C1(c2ccc([N+](=O)[O-])cc2)CCCC1. The result is 0 (non-inhibitor). (5) The molecule is CCC(Sc1nc2cc3c(cc2c(=O)n1Cc1ccco1)OCO3)C(=O)Nc1ccccc1OC. The result is 1 (inhibitor).